Task: Predict the product of the given reaction.. Dataset: Forward reaction prediction with 1.9M reactions from USPTO patents (1976-2016) (1) Given the reactants [CH3:1][NH:2][C:3]1[CH:8]=[C:7]([CH3:9])[CH:6]=[CH:5][C:4]=1[N+:10]([O-])=O.[H][H], predict the reaction product. The product is: [CH3:1][NH:2][C:3]1[C:4]([NH2:10])=[CH:5][CH:6]=[C:7]([CH3:9])[CH:8]=1. (2) Given the reactants [Cl:1][C:2]([Cl:11])([Cl:10])[C:3]([C:5]1[NH:6][CH:7]=[CH:8][CH:9]=1)=[O:4].[Br:12]Br.O, predict the reaction product. The product is: [Br:12][C:8]1[CH:9]=[C:5]([C:3](=[O:4])[C:2]([Cl:1])([Cl:10])[Cl:11])[NH:6][CH:7]=1. (3) Given the reactants [F:1][C:2]1[CH:7]=[CH:6][C:5]([C:8]([CH3:20])([CH3:19])[CH2:9][C@@:10]([C:15]([F:18])([F:17])[F:16])([OH:14])[CH2:11][C:12]#[CH:13])=[C:4]([CH2:21][OH:22])[CH:3]=1.CS(C)=O.C(N(CC)CC)C, predict the reaction product. The product is: [F:1][C:2]1[CH:7]=[CH:6][C:5]([C:8]([CH3:20])([CH3:19])[CH2:9][C@:10]([OH:14])([C:15]([F:17])([F:18])[F:16])[CH2:11][C:12]#[CH:13])=[C:4]([CH:3]=1)[CH:21]=[O:22].